This data is from Reaction yield outcomes from USPTO patents with 853,638 reactions. The task is: Predict the reaction yield, written as a fraction of the theoretical maximum amount of product (1.0 means a 100% yield; for example, 0.34 means a 34% yield). (1) The reactants are [CH3:1][C:2]1[CH:3]=[CH:4][C:5]2[N:6]([C:8]([CH2:18][C:19]([OH:21])=O)=[C:9]([C:11]3[CH:16]=[CH:15][C:14]([CH3:17])=[CH:13][CH:12]=3)[N:10]=2)[CH:7]=1.C(Cl)(=O)C([Cl:25])=O. The catalyst is ClCCl.CN(C)C=O. The product is [ClH:25].[CH3:1][C:2]1[CH:3]=[CH:4][C:5]2[N:6]([C:8]([CH2:18][C:19]([Cl:25])=[O:21])=[C:9]([C:11]3[CH:16]=[CH:15][C:14]([CH3:17])=[CH:13][CH:12]=3)[N:10]=2)[CH:7]=1. The yield is 1.00. (2) The reactants are [CH2:1]([O:3][C:4]([C:6]1[C:7]2[O:14][C:13]([C:15](=[O:19])[N:16]([CH3:18])[CH3:17])=[C:12](OS(C(F)(F)F)(=O)=O)[C:8]=2[CH:9]=[N:10][CH:11]=1)=[O:5])[CH3:2].[F:28][C:29]1[CH:34]=[C:33]([Si:35]([CH3:38])([CH3:37])[CH3:36])[CH:32]=[CH:31][C:30]=1[NH2:39].P([O-])([O-])([O-])=O.[K+].[K+].[K+].CC1(C)C2C(=C(P(C3C=CC=CC=3)C3C=CC=CC=3)C=CC=2)OC2C(P(C3C=CC=CC=3)C3C=CC=CC=3)=CC=CC1=2. The catalyst is C1(C)C=CC=CC=1.C1C=CC(/C=C/C(/C=C/C2C=CC=CC=2)=O)=CC=1.C1C=CC(/C=C/C(/C=C/C2C=CC=CC=2)=O)=CC=1.C1C=CC(/C=C/C(/C=C/C2C=CC=CC=2)=O)=CC=1.[Pd].[Pd]. The product is [CH2:1]([O:3][C:4]([C:6]1[C:7]2[O:14][C:13]([C:15](=[O:19])[N:16]([CH3:17])[CH3:18])=[C:12]([NH:39][C:30]3[CH:31]=[CH:32][C:33]([Si:35]([CH3:37])([CH3:36])[CH3:38])=[CH:34][C:29]=3[F:28])[C:8]=2[CH:9]=[N:10][CH:11]=1)=[O:5])[CH3:2]. The yield is 0.540. (3) The reactants are [C:1]([O:4][CH2:5][C@H:6]1[CH2:11][C@@H:10]([O:12][C:13](=[O:15])[CH3:14])[CH2:9][CH2:8][C@@:7]1([C@H:17]1[CH2:25][CH2:24][C@@:23]2([CH3:26])[C@@H:19]([CH2:20][C@H:21]([O:28][C:29](=[O:31])[CH3:30])[C:22]2=[CH2:27])[C@@H:18]1[CH2:32][O:33][Si](C(C)(C)C)(C1C=CC=CC=1)C1C=CC=CC=1)[CH3:16])(=[O:3])[CH3:2].CCCC[N+](CCCC)(CCCC)CCCC.[F-]. The catalyst is C1COCC1. The product is [C:1]([O:4][CH2:5][C@H:6]1[CH2:11][C@@H:10]([O:12][C:13](=[O:15])[CH3:14])[CH2:9][CH2:8][C@@:7]1([C@H:17]1[CH2:25][CH2:24][C@@:23]2([CH3:26])[C@@H:19]([CH2:20][C@H:21]([O:28][C:29](=[O:31])[CH3:30])[C:22]2=[CH2:27])[C@@H:18]1[CH2:32][OH:33])[CH3:16])(=[O:3])[CH3:2]. The yield is 0.500. (4) The reactants are ClC1C=C2C(=CC=1)[C@@]1(COC3C=CC(C(OC(C)(C)C)=O)=CC=3N(C[C@@H]3CC[C@H]3[C@@H](O)/C=C/CCC)C1)CCC2.C[C@@H](CC=C)CS(N)(=O)=O.C[C@H](CC=C)CS(N)(=O)=O.[Cl:61][C:62]1[CH:63]=[C:64]2[C:69](=[CH:70][CH:71]=1)[C@@:68]1([CH2:77][O:76][C:75]3[CH:78]=[CH:79][C:80]([C:82]([O:84][C:85]([CH3:88])([CH3:87])[CH3:86])=[O:83])=[CH:81][C:74]=3[N:73]([CH2:89][C@@H:90]3[CH2:93][CH2:92][C@H:91]3[C@@H:94]([OH:105])/[CH:95]=[CH:96]/[CH2:97][C@H:98]([CH3:104])[CH2:99][S:100](=[O:103])(=[O:102])[NH2:101])[CH2:72]1)[CH2:67][CH2:66][CH2:65]2. The catalyst is ClCCCl.CC1C=C(C)C(N2C(=[Ru](Cl)(Cl)=CC3C=CC=CC=3OC(C)C)N(C3C(C)=CC(C)=CC=3C)CC2)=C(C)C=1. The product is [Cl:61][C:62]1[CH:63]=[C:64]2[C:69](=[CH:70][CH:71]=1)[C@@:68]1([CH2:77][O:76][C:75]3[CH:78]=[CH:79][C:80]([C:82]([O:84][C:85]([CH3:88])([CH3:87])[CH3:86])=[O:83])=[CH:81][C:74]=3[N:73]([CH2:89][C@@H:90]3[CH2:93][CH2:92][C@H:91]3[C@@H:94]([OH:105])/[CH:95]=[CH:96]/[CH2:97][C@@H:98]([CH3:104])[CH2:99][S:100](=[O:102])(=[O:103])[NH2:101])[CH2:72]1)[CH2:67][CH2:66][CH2:65]2. The yield is 0.451.